From a dataset of Reaction yield outcomes from USPTO patents with 853,638 reactions. Predict the reaction yield, written as a fraction of the theoretical maximum amount of product (1.0 means a 100% yield; for example, 0.34 means a 34% yield). The reactants are C[O:2][C:3]1[CH:8]=[CH:7][C:6]([CH2:9][CH2:10][CH2:11][C:12]([OH:14])=[O:13])=[CH:5][CH:4]=1.Br. The catalyst is C(O)(=O)C. The product is [OH:2][C:3]1[CH:4]=[CH:5][C:6]([CH2:9][CH2:10][CH2:11][C:12]([OH:14])=[O:13])=[CH:7][CH:8]=1. The yield is 0.920.